This data is from Forward reaction prediction with 1.9M reactions from USPTO patents (1976-2016). The task is: Predict the product of the given reaction. (1) Given the reactants [CH2:1]([O:8][C:9](=[O:20])[NH:10][C:11]1[C:12]([O:18][CH3:19])=[N:13][CH:14]=[C:15](I)[CH:16]=1)[C:2]1[CH:7]=[CH:6][CH:5]=[CH:4][CH:3]=1.[B:21]1([B:21]2[O:25][C:24]([CH3:27])([CH3:26])[C:23]([CH3:29])([CH3:28])[O:22]2)[O:25][C:24]([CH3:27])([CH3:26])[C:23]([CH3:29])([CH3:28])[O:22]1.C([O-])(=O)C.[K+], predict the reaction product. The product is: [CH2:1]([O:8][C:9](=[O:20])[NH:10][C:11]1[C:12]([O:18][CH3:19])=[N:13][CH:14]=[C:15]([B:21]2[O:25][C:24]([CH3:27])([CH3:26])[C:23]([CH3:29])([CH3:28])[O:22]2)[CH:16]=1)[C:2]1[CH:7]=[CH:6][CH:5]=[CH:4][CH:3]=1. (2) Given the reactants ClC1C=CC=C(C([O:10][OH:11])=O)C=1.[C:12]1([CH:18]([CH3:20])[CH3:19])[CH:17]=[CH:16][CH:15]=[CH:14][CH:13]=1, predict the reaction product. The product is: [C:18]([O:10][OH:11])([C:12]1[CH:17]=[CH:16][CH:15]=[CH:14][CH:13]=1)([CH3:20])[CH3:19]. (3) Given the reactants [Cl:1][C:2]1[CH:3]=[C:4]([CH:12]([CH2:24][CH:25]2[CH2:29][CH2:28][CH2:27][CH2:26]2)[C:13]([NH:15][C:16]2[CH:21]=[N:20][C:19]([CH:22]=O)=[CH:18][N:17]=2)=[O:14])[CH:5]=[CH:6][C:7]=1[S:8]([CH3:11])(=[O:10])=[O:9].[S:30]1[CH2:34][C:33](=[O:35])[NH:32][C:31]1=[O:36].N1CCCCC1.C(O)(=O)C1C=CC=CC=1, predict the reaction product. The product is: [Cl:1][C:2]1[CH:3]=[C:4]([CH:12]([CH2:24][CH:25]2[CH2:26][CH2:27][CH2:28][CH2:29]2)[C:13]([NH:15][C:16]2[CH:21]=[N:20][C:19]([CH:22]=[C:34]3[S:30][C:31](=[O:36])[NH:32][C:33]3=[O:35])=[CH:18][N:17]=2)=[O:14])[CH:5]=[CH:6][C:7]=1[S:8]([CH3:11])(=[O:9])=[O:10].